Predict the reactants needed to synthesize the given product. From a dataset of Full USPTO retrosynthesis dataset with 1.9M reactions from patents (1976-2016). (1) Given the product [C:1]1([CH:7]2[CH2:12][CH2:11][CH2:10][NH:9][CH:8]2[C:13]([OH:15])=[O:14])[CH:2]=[CH:3][CH:4]=[CH:5][CH:6]=1, predict the reactants needed to synthesize it. The reactants are: [C:1]1([C:7]2[C:8]([C:13]([OH:15])=[O:14])=[N:9][CH:10]=[CH:11][CH:12]=2)[CH:6]=[CH:5][CH:4]=[CH:3][CH:2]=1. (2) Given the product [CH3:1][C:2]1[CH:3]=[CH:4][C:5]([S:8]([O:11][CH2:12][CH:13]2[CH2:17][C:16]3[CH:18]=[CH:19][CH:20]=[C:21]([OH:22])[C:15]=3[O:14]2)(=[O:10])=[O:9])=[CH:6][CH:7]=1, predict the reactants needed to synthesize it. The reactants are: [CH3:1][C:2]1[CH:7]=[CH:6][C:5]([S:8]([O:11][CH2:12][CH:13]2[CH2:17][C:16]3[CH:18]=[CH:19][CH:20]=[C:21]([O:22]C)[C:15]=3[O:14]2)(=[O:10])=[O:9])=[CH:4][CH:3]=1.Br. (3) Given the product [F:36][C:33]([CH3:35])([CH3:34])[CH2:32][N:29]1[CH2:30][CH2:31][CH:26]([CH2:25][NH:8][C:9]2[CH:14]=[CH:13][C:12]([C:15]3[CH:16]=[CH:17][C:18]([C:21]([O:23][CH3:24])=[O:22])=[CH:19][CH:20]=3)=[CH:11][CH:10]=2)[CH2:27][CH2:28]1, predict the reactants needed to synthesize it. The reactants are: C([N:8]([CH2:25][CH:26]1[CH2:31][CH2:30][N:29]([CH2:32][C:33]([F:36])([CH3:35])[CH3:34])[CH2:28][CH2:27]1)[C:9]1[CH:14]=[CH:13][C:12]([C:15]2[CH:20]=[CH:19][C:18]([C:21]([O:23][CH3:24])=[O:22])=[CH:17][CH:16]=2)=[CH:11][CH:10]=1)C1C=CC=CC=1. (4) Given the product [Cl:19][C:20]1[S:24][C:23]([S:25]([NH:6][CH:5]([C:7]([OH:9])=[O:8])[CH:4]([CH2:10][C:11]([F:12])([F:13])[F:14])[CH2:3][C:2]([F:15])([F:16])[F:1])(=[O:27])=[O:26])=[CH:22][CH:21]=1, predict the reactants needed to synthesize it. The reactants are: [F:1][C:2]([F:16])([F:15])[CH2:3][CH:4]([CH2:10][C:11]([F:14])([F:13])[F:12])[CH:5]([C:7]([OH:9])=[O:8])[NH2:6].[OH-].[Na+].[Cl:19][C:20]1[S:24][C:23]([S:25](Cl)(=[O:27])=[O:26])=[CH:22][CH:21]=1. (5) The reactants are: [CH3:1][NH2:2].Cl.[CH3:4][N:5]([CH3:21])[C:6]1([C:13]2[CH:18]=[CH:17][C:16]([O:19][CH3:20])=[CH:15][CH:14]=2)[CH2:11][CH2:10][C:9](=O)[CH2:8][CH2:7]1.[C-:22]#[N:23].[K+]. Given the product [CH3:4][N:5]([CH3:21])[C:6]1([C:13]2[CH:18]=[CH:17][C:16]([O:19][CH3:20])=[CH:15][CH:14]=2)[CH2:11][CH2:10][C:9]([NH:23][CH3:22])([C:1]#[N:2])[CH2:8][CH2:7]1, predict the reactants needed to synthesize it.